Dataset: Full USPTO retrosynthesis dataset with 1.9M reactions from patents (1976-2016). Task: Predict the reactants needed to synthesize the given product. (1) Given the product [Cl:1][C:2]1[C:6]([Cl:7])=[C:5]([CH3:8])[NH:4][C:3]=1[C:9]([NH:12][C@@H:13]1[CH2:18][CH2:17][N:16]([C:19]([O:21][CH2:22][CH3:23])=[O:20])[CH2:15][C@@H:14]1[O:24][CH2:25][CH:26]=[CH2:27])=[O:11], predict the reactants needed to synthesize it. The reactants are: [Cl:1][C:2]1[C:6]([Cl:7])=[C:5]([CH3:8])[NH:4][C:3]=1[C:9]([OH:11])=O.[NH2:12][C@@H:13]1[CH2:18][CH2:17][N:16]([C:19]([O:21][CH2:22][CH3:23])=[O:20])[CH2:15][C@@H:14]1[O:24][CH2:25][CH:26]=[CH2:27].C1C=CC2N(O)N=NC=2C=1.CN1CCOCC1.CCN=C=NCCCN(C)C.Cl.Cl. (2) Given the product [CH3:27][O:28][C:29]1[C:30](=[O:53])[C:31]([CH3:52])=[C:32]([CH2:38][C:39]2[CH:40]=[CH:41][C:42]([OH:48])=[C:43]([CH:47]=2)[C:44]([NH:8][C:7]2[CH:9]=[CH:10][C:4]([N+:1]([O-:3])=[O:2])=[CH:5][CH:6]=2)=[O:45])[C:33](=[O:37])[C:34]=1[O:35][CH3:36], predict the reactants needed to synthesize it. The reactants are: [N+:1]([C:4]1[CH:10]=[CH:9][C:7]([NH2:8])=[CH:6][CH:5]=1)([O-:3])=[O:2].C(N(CC)CC)C.[Cl-].ClC1N(C)CC[NH+]1C.[CH3:27][O:28][C:29]1[C:30](=[O:53])[C:31]([CH3:52])=[C:32]([CH2:38][C:39]2[CH:40]=[CH:41][C:42]([O:48]C(=O)C)=[C:43]([CH:47]=2)[C:44](O)=[O:45])[C:33](=[O:37])[C:34]=1[O:35][CH3:36]. (3) The reactants are: [NH2:1][C:2]1[N:3]=[C:4]2[C:9]([N:10]3[CH2:15][CH2:14][O:13][CH2:12][CH2:11]3)=[CH:8][CH:7]=[N:6][N:5]2[C:16]=1[C:17]1[CH:18]=[CH:19][C:20]([N:23]2[CH2:28][CH2:27][N:26]([C:29]([O:31][C:32]([CH3:35])([CH3:34])[CH3:33])=[O:30])[CH2:25][CH2:24]2)=[N:21][CH:22]=1.[N:36]1[C:45]2[C:40](=[CH:41][CH:42]=[CH:43][CH:44]=2)[CH:39]=[CH:38][C:37]=1[CH:46]=O. Given the product [O:13]1[CH2:12][CH2:11][N:10]([C:9]2[C:4]3[N:5]([C:16]([C:17]4[CH:18]=[CH:19][C:20]([N:23]5[CH2:24][CH2:25][N:26]([C:29]([O:31][C:32]([CH3:35])([CH3:34])[CH3:33])=[O:30])[CH2:27][CH2:28]5)=[N:21][CH:22]=4)=[C:2]([NH:1][CH2:46][C:37]4[CH:38]=[CH:39][C:40]5[C:45](=[CH:44][CH:43]=[CH:42][CH:41]=5)[N:36]=4)[N:3]=3)[N:6]=[CH:7][CH:8]=2)[CH2:15][CH2:14]1, predict the reactants needed to synthesize it. (4) The reactants are: C([O:8][C:9](=[O:17])[CH2:10][N:11]1[C:15]([CH3:16])=[N:14][CH:13]=[N:12]1)C1C=CC=CC=1. Given the product [CH3:16][C:15]1[N:11]([CH2:10][C:9]([OH:17])=[O:8])[N:12]=[CH:13][N:14]=1, predict the reactants needed to synthesize it. (5) Given the product [F:1][C:2]1[CH:26]=[CH:25][CH:24]=[C:23]([F:27])[C:3]=1[C:4]([N:6]([C:30]([O:31][CH3:32])=[O:33])[C:7]([N:8]([C:10]1[CH:15]=[CH:14][C:13]([S:16][C:17]([F:20])([F:19])[F:18])=[CH:12][C:11]=1[F:21])[CH3:9])=[O:22])=[O:5], predict the reactants needed to synthesize it. The reactants are: [F:1][C:2]1[CH:26]=[CH:25][CH:24]=[C:23]([F:27])[C:3]=1[C:4]([NH:6][C:7](=[O:22])[N:8]([C:10]1[CH:15]=[CH:14][C:13]([S:16][C:17]([F:20])([F:19])[F:18])=[CH:12][C:11]=1[F:21])[CH3:9])=[O:5].[H-].[Na+].[C:30](Cl)(=[O:33])[O:31][CH3:32]. (6) Given the product [CH2:21]([N:23]([CH2:24][C:25]1[CH:30]=[CH:29][CH:28]=[C:27]([CH3:31])[CH:26]=1)[C:15]([CH2:14][O:13][C:10]1[CH:9]=[CH:8][C:7]([CH2:6][C@H:5]([O:18][CH3:19])[C:4]([OH:3])=[O:20])=[CH:12][CH:11]=1)=[O:17])[CH3:22], predict the reactants needed to synthesize it. The reactants are: C([O:3][C:4](=[O:20])[C@@H:5]([O:18][CH3:19])[CH2:6][C:7]1[CH:12]=[CH:11][C:10]([O:13][CH2:14][C:15]([OH:17])=O)=[CH:9][CH:8]=1)C.[CH2:21]([NH:23][CH2:24][C:25]1[CH:30]=[CH:29][CH:28]=[C:27]([CH3:31])[CH:26]=1)[CH3:22].C(O[C@@H](CC1C=CC(O[C@@H](C(=O)NCCC2C=CC(OC3C=CC=CC=3)=CC=2)C)=CC=1)C(O)=O)C. (7) Given the product [CH2:14]([O:18][C:3]1[N:11]=[C:10]2[C:6]([NH:7][CH:8]=[N:9]2)=[C:5]([NH2:12])[N:4]=1)[CH2:15][CH2:16][CH3:17], predict the reactants needed to synthesize it. The reactants are: [Na].Cl[C:3]1[N:11]=[C:10]2[C:6]([NH:7][CH:8]=[N:9]2)=[C:5]([NH2:12])[N:4]=1.O.[CH2:14]([OH:18])[CH2:15][CH2:16][CH3:17].